From a dataset of Full USPTO retrosynthesis dataset with 1.9M reactions from patents (1976-2016). Predict the reactants needed to synthesize the given product. (1) Given the product [ClH:1].[Cl:1][C:2]1[C:10]2[N:9]=[C:8]3[N:11]([C:16]4[CH:23]=[CH:22][C:21]([O:24][C:25]([F:28])([F:27])[F:26])=[CH:20][C:17]=4[CH2:18][N:35]([CH3:36])[CH3:34])[CH2:12][CH2:13][CH2:14][CH2:15][N:7]3[C:6]=2[C:5]([CH:29]([CH2:32][CH3:33])[CH2:30][CH3:31])=[CH:4][CH:3]=1, predict the reactants needed to synthesize it. The reactants are: [Cl:1][C:2]1[C:10]2[N:9]=[C:8]3[N:11]([C:16]4[CH:23]=[CH:22][C:21]([O:24][C:25]([F:28])([F:27])[F:26])=[CH:20][C:17]=4[CH:18]=O)[CH2:12][CH2:13][CH2:14][CH2:15][N:7]3[C:6]=2[C:5]([CH:29]([CH2:32][CH3:33])[CH2:30][CH3:31])=[CH:4][CH:3]=1.[CH3:34][NH:35][CH3:36].[BH4-].[Na+]. (2) The reactants are: [Cl:1][C:2]1[CH:3]=[C:4]([CH:25]=[CH:26][C:27]=1[Cl:28])[O:5][C:6]1[C:7](=[O:24])[NH:8][C:9]([N:16]2[CH:20]=[CH:19][C:18]([N+:21]([O-])=O)=[N:17]2)=[N:10][C:11]=1[C:12]([F:15])([F:14])[F:13]. Given the product [NH2:21][C:18]1[CH:19]=[CH:20][N:16]([C:9]2[NH:8][C:7](=[O:24])[C:6]([O:5][C:4]3[CH:25]=[CH:26][C:27]([Cl:28])=[C:2]([Cl:1])[CH:3]=3)=[C:11]([C:12]([F:15])([F:14])[F:13])[N:10]=2)[N:17]=1, predict the reactants needed to synthesize it. (3) Given the product [NH:21]1[CH:25]=[CH:24][N:23]=[C:22]1[C:3]1([CH2:6][NH2:7])[CH2:5][CH2:4]1, predict the reactants needed to synthesize it. The reactants are: C([C:3]1([CH2:6][NH:7]C(=O)OC(C)(C)C)[CH2:5][CH2:4]1)=O.[OH-].[NH4+].C(=O)C=O.[NH:21]1[CH:25]=[CH:24][N:23]=[CH:22]1. (4) Given the product [ClH:1].[Cl:1][C:2]1[CH:3]=[C:4]([CH:8]=[CH:9][CH:10]=1)[C:5]([O:19][CH2:13][CH2:12][NH:11][CH3:16])=[O:6], predict the reactants needed to synthesize it. The reactants are: [Cl:1][C:2]1[CH:3]=[C:4]([CH:8]=[CH:9][CH:10]=1)[C:5](Cl)=[O:6].[N:11]1[CH:16]=CC=[CH:13][CH:12]=1.C(OCC)(=[O:19])C. (5) Given the product [CH3:38][N:9]([CH3:8])[C:10]1[CH:11]=[CH:12][C:13]([NH:16][C:17]2[CH:29]=[C:28]([CH2:30][CH2:31][C:32]3[CH:37]=[CH:36][CH:35]=[CH:34][CH:33]=3)[CH:27]=[CH:26][C:18]=2[C:19]([OH:21])=[O:20])=[CH:14][CH:15]=1, predict the reactants needed to synthesize it. The reactants are: FC(F)(F)C(O)=O.[CH3:8][N:9]([CH3:38])[C:10]1[CH:15]=[CH:14][C:13]([NH:16][C:17]2[CH:29]=[C:28]([CH2:30][CH2:31][C:32]3[CH:37]=[CH:36][CH:35]=[CH:34][CH:33]=3)[CH:27]=[CH:26][C:18]=2[C:19]([O:21]C(C)(C)C)=[O:20])=[CH:12][CH:11]=1.